Predict the reactants needed to synthesize the given product. From a dataset of Full USPTO retrosynthesis dataset with 1.9M reactions from patents (1976-2016). (1) Given the product [CH3:1][O:2][C:3]1[CH:4]=[C:5]2[C:10](=[CH:11][CH:12]=1)[C:9]([O:13][C:14]1[CH:43]=[CH:42][C:39]([CH:40]=[O:41])=[CH:38][CH:37]=1)=[C:8]([C:17]1[CH:22]=[CH:21][CH:20]=[C:19]([C:23]([F:26])([F:25])[F:24])[CH:18]=1)[C:7]([CH3:27])=[CH:6]2, predict the reactants needed to synthesize it. The reactants are: [CH3:1][O:2][C:3]1[CH:4]=[C:5]2[C:10](=[CH:11][CH:12]=1)[C:9]([O:13][CH2:14]OC)=[C:8]([C:17]1[CH:22]=[CH:21][CH:20]=[C:19]([C:23]([F:26])([F:25])[F:24])[CH:18]=1)[C:7]([CH3:27])=[CH:6]2.Cl.O1CCOCC1.FC1[CH:43]=[CH:42][C:39]([CH:40]=[O:41])=[CH:38][CH:37]=1.C([O-])([O-])=O.[Cs+].[Cs+]. (2) Given the product [Cl:24][C:21]1[N:20]=[C:19]2[N:15]([CH2:14][CH:10]3[CH2:11][CH2:12][CH2:13][NH:8][CH2:9]3)[N:16]=[CH:17][C:18]2=[CH:23][N:22]=1, predict the reactants needed to synthesize it. The reactants are: C(OC([N:8]1[CH2:13][CH2:12][CH2:11][CH:10]([CH2:14][N:15]2[C:19]3=[N:20][C:21]([Cl:24])=[N:22][CH:23]=[C:18]3[CH:17]=[N:16]2)[CH2:9]1)=O)(C)(C)C.FC(F)(F)C(O)=O. (3) Given the product [CH3:1][O:2][CH2:3][CH2:4][N:6]1[CH2:7][CH2:8][C:9]2[N:15]=[C:14]([C:16]3[S:17][C:18]4[C:24]([N:25]5[CH2:30][CH2:29][O:28][CH2:27][CH2:26]5)=[CH:23][CH:22]=[C:21]([O:31][CH3:32])[C:19]=4[N:20]=3)[NH:13][C:10]=2[CH2:11][CH2:12]1, predict the reactants needed to synthesize it. The reactants are: [CH3:1][O:2][CH2:3][C:4]([N:6]1[CH2:12][CH2:11][C:10]2[N:13]=[C:14]([C:16]3[S:17][C:18]4[C:24]([N:25]5[CH2:30][CH2:29][O:28][CH2:27][CH2:26]5)=[CH:23][CH:22]=[C:21]([O:31][CH3:32])[C:19]=4[N:20]=3)[NH:15][C:9]=2[CH2:8][CH2:7]1)=O.[H-].[Al+3].[Li+].[H-].[H-].[H-].C(OC(=O)C)C.O. (4) Given the product [ClH:24].[CH2:1]([O:3][C:4]([C@H:6]1[C@H:10]([C:11]2[CH:16]=[CH:15][CH:14]=[CH:13][CH:12]=2)[CH2:9][NH:8][CH2:7]1)=[O:5])[CH3:2], predict the reactants needed to synthesize it. The reactants are: [CH2:1]([O:3][C:4]([C@H:6]1[C@H:10]([C:11]2[CH:16]=[CH:15][CH:14]=[CH:13][CH:12]=2)[CH2:9][N:8](CC2C=CC=CC=2)[CH2:7]1)=[O:5])[CH3:2].[ClH:24]. (5) The reactants are: [H-].[Na+].[OH:3][C:4]1[CH:5]=[N:6][CH:7]=[CH:8][CH:9]=1.[CH3:10][Si:11]([CH3:18])([CH3:17])[CH2:12][CH2:13][O:14][CH2:15]Cl.O. Given the product [CH3:10][Si:11]([CH3:18])([CH3:17])[CH2:12][CH2:13][O:14][CH2:15][O:3][C:4]1[CH:5]=[N:6][CH:7]=[CH:8][CH:9]=1, predict the reactants needed to synthesize it. (6) Given the product [NH2:7][C:2]1[CH:3]=[CH:4][CH:5]=[CH:6][C:1]=1[NH:8][C:15](=[O:22])[C:16]1[CH:21]=[CH:20][CH:19]=[CH:18][CH:17]=1, predict the reactants needed to synthesize it. The reactants are: [C:1]1([NH2:8])[CH:6]=[CH:5][CH:4]=[CH:3][C:2]=1[NH2:7].C(=O)([O-])[O-].[K+].[K+].[C:15](Cl)(=[O:22])[C:16]1[CH:21]=[CH:20][CH:19]=[CH:18][CH:17]=1. (7) Given the product [C:1]([C:3]1[C:4]([N:22]2[CH2:27][CH2:26][CH:25]([C:28](=[O:29])[NH:44][S:41]([CH2:40][C:37]3[CH:38]=[CH:39][C:34]([CH:31]([CH3:33])[CH3:32])=[CH:35][CH:36]=3)(=[O:42])=[O:43])[CH2:24][CH2:23]2)=[N:5][C:6]([CH2:14][N:15]2[CH2:20][CH2:19][CH2:18][CH2:17][C:16]2=[O:21])=[C:7]([CH:8]=1)[C:9]([O:11][CH2:12][CH3:13])=[O:10])#[N:2], predict the reactants needed to synthesize it. The reactants are: [C:1]([C:3]1[C:4]([N:22]2[CH2:27][CH2:26][CH:25]([C:28](O)=[O:29])[CH2:24][CH2:23]2)=[N:5][C:6]([CH2:14][N:15]2[CH2:20][CH2:19][CH2:18][CH2:17][C:16]2=[O:21])=[C:7]([C:9]([O:11][CH2:12][CH3:13])=[O:10])[CH:8]=1)#[N:2].[CH:31]([C:34]1[CH:39]=[CH:38][C:37]([CH2:40][S:41]([NH2:44])(=[O:43])=[O:42])=[CH:36][CH:35]=1)([CH3:33])[CH3:32]. (8) Given the product [O:33]1[C:37]2[CH:38]=[CH:39][C:40]([CH:42]([CH:46]3[CH2:51][CH2:50][N:49]([CH3:52])[CH2:48][CH2:47]3)[C:43]([NH:26][NH:18][C:19]3[CH:24]=[C:23]([Cl:32])[CH:22]=[C:53]([Cl:55])[CH:20]=3)=[O:45])=[CH:41][C:36]=2[O:35][CH2:34]1, predict the reactants needed to synthesize it. The reactants are: CCN(C(C)C)C(C)C.CN(C(O[N:18]1[N:26]=N[C:20]2C=[CH:22][CH:23]=[CH:24][C:19]1=2)=[N+](C)C)C.[B-](F)(F)(F)F.[ClH:32].[O:33]1[C:37]2[CH:38]=[CH:39][C:40]([CH:42]([CH:46]3[CH2:51][CH2:50][N:49]([CH3:52])[CH2:48][CH2:47]3)[C:43]([OH:45])=O)=[CH:41][C:36]=2[O:35][CH2:34]1.[CH2:53]([Cl:55])Cl. (9) Given the product [F:17][C:2]1([F:1])[O:6][C:5]2[CH:7]=[CH:8][C:9]([C:11]3([C:14]([NH:24][C@@H:25]4[CH2:30][CH2:29][O:28][C@@H:27]([C:31]5[CH:32]=[C:33]([CH:38]=[CH:39][CH:40]=5)[C:34]([O:36][CH3:37])=[O:35])[CH2:26]4)=[O:16])[CH2:12][CH2:13]3)=[CH:10][C:4]=2[O:3]1, predict the reactants needed to synthesize it. The reactants are: [F:1][C:2]1([F:17])[O:6][C:5]2[CH:7]=[CH:8][C:9]([C:11]3([C:14]([OH:16])=O)[CH2:13][CH2:12]3)=[CH:10][C:4]=2[O:3]1.C(Cl)(=O)C(Cl)=O.[NH2:24][C@@H:25]1[CH2:30][CH2:29][O:28][C@@H:27]([C:31]2[CH:32]=[C:33]([CH:38]=[CH:39][CH:40]=2)[C:34]([O:36][CH3:37])=[O:35])[CH2:26]1.C(N(CC)CC)C. (10) Given the product [Cl:27][C:10]1[N:11]=[N:12][C:13]([C:14]2[C:23]3[C:18](=[CH:19][CH:20]=[CH:21][CH:22]=3)[CH:17]=[CH:16][CH:15]=2)=[C:8]([C:7]2[CH:6]=[CH:5][N:4]=[CH:3][C:2]=2[F:1])[CH:9]=1, predict the reactants needed to synthesize it. The reactants are: [F:1][C:2]1[CH:3]=[N:4][CH:5]=[CH:6][C:7]=1[C:8]1[C:13]([C:14]2[C:23]3[C:18](=[CH:19][CH:20]=[CH:21][CH:22]=3)[CH:17]=[CH:16][CH:15]=2)=[N:12][NH:11][C:10](=O)[CH:9]=1.O=P(Cl)(Cl)[Cl:27].[OH-].[Na+].